From a dataset of NCI-60 drug combinations with 297,098 pairs across 59 cell lines. Regression. Given two drug SMILES strings and cell line genomic features, predict the synergy score measuring deviation from expected non-interaction effect. (1) Drug 1: CC(C1=C(C=CC(=C1Cl)F)Cl)OC2=C(N=CC(=C2)C3=CN(N=C3)C4CCNCC4)N. Drug 2: COC1=CC(=CC(=C1O)OC)C2C3C(COC3=O)C(C4=CC5=C(C=C24)OCO5)OC6C(C(C7C(O6)COC(O7)C8=CC=CS8)O)O. Cell line: MCF7. Synergy scores: CSS=37.3, Synergy_ZIP=-0.649, Synergy_Bliss=1.24, Synergy_Loewe=-7.43, Synergy_HSA=2.90. (2) Drug 1: CC1=C(C(=O)C2=C(C1=O)N3CC4C(C3(C2COC(=O)N)OC)N4)N. Drug 2: C1CCC(C(C1)N)N.C(=O)(C(=O)[O-])[O-].[Pt+4]. Cell line: CCRF-CEM. Synergy scores: CSS=31.7, Synergy_ZIP=-1.88, Synergy_Bliss=-6.03, Synergy_Loewe=-16.6, Synergy_HSA=-6.43. (3) Cell line: K-562. Drug 1: C1C(C(OC1N2C=NC3=C(N=C(N=C32)Cl)N)CO)O. Synergy scores: CSS=52.2, Synergy_ZIP=5.80, Synergy_Bliss=6.40, Synergy_Loewe=2.23, Synergy_HSA=8.18. Drug 2: C1=NC2=C(N=C(N=C2N1C3C(C(C(O3)CO)O)O)F)N. (4) Drug 1: CC1=C2C(C(=O)C3(C(CC4C(C3C(C(C2(C)C)(CC1OC(=O)C(C(C5=CC=CC=C5)NC(=O)C6=CC=CC=C6)O)O)OC(=O)C7=CC=CC=C7)(CO4)OC(=O)C)O)C)OC(=O)C. Drug 2: CS(=O)(=O)OCCCCOS(=O)(=O)C. Cell line: UACC62. Synergy scores: CSS=31.7, Synergy_ZIP=-1.88, Synergy_Bliss=-1.16, Synergy_Loewe=-20.3, Synergy_HSA=-0.971.